From a dataset of Forward reaction prediction with 1.9M reactions from USPTO patents (1976-2016). Predict the product of the given reaction. (1) The product is: [CH3:1][O:2][C:3]([C:5]1[C:6](=[O:23])[NH:7][C:8]2[C:13]([C:14]=1[C:15]1[CH:20]=[CH:19][CH:18]=[CH:17][CH:16]=1)=[CH:12][C:11]([CH2:24][CH3:25])=[CH:10][C:9]=2[CH3:22])=[O:4]. Given the reactants [CH3:1][O:2][C:3]([C:5]1[C:6](=[O:23])[NH:7][C:8]2[C:13]([C:14]=1[C:15]1[CH:20]=[CH:19][CH:18]=[CH:17][CH:16]=1)=[CH:12][C:11](Br)=[CH:10][C:9]=2[CH3:22])=[O:4].[CH2:24](B(CC)CC)[CH3:25].C(=O)([O-])[O-].[K+].[K+].O, predict the reaction product. (2) Given the reactants [CH:1]1([C:6]2[CH:7]=[C:8]([CH:13]=[C:14]([O:16][CH3:17])[N:15]=2)[C:9]([NH:11][NH2:12])=[O:10])[CH2:5][CH2:4][CH2:3][CH2:2]1.[CH2:18]([O:25][C:26]1[C:34]([CH3:35])=[CH:33][C:29]([C:30](O)=O)=[CH:28][C:27]=1[CH2:36][CH3:37])[C:19]1[CH:24]=[CH:23][CH:22]=[CH:21][CH:20]=1.CCN(C(C)C)C(C)C.CN(C(ON1N=NC2C=CC=CC1=2)=[N+](C)C)C.[B-](F)(F)(F)F.CC[N+](S(N=C(OC)[O-])(=O)=O)(CC)CC, predict the reaction product. The product is: [CH2:18]([O:25][C:26]1[C:34]([CH3:35])=[CH:33][C:29]([C:30]2[O:10][C:9]([C:8]3[CH:13]=[C:14]([O:16][CH3:17])[N:15]=[C:6]([CH:1]4[CH2:2][CH2:3][CH2:4][CH2:5]4)[CH:7]=3)=[N:11][N:12]=2)=[CH:28][C:27]=1[CH2:36][CH3:37])[C:19]1[CH:24]=[CH:23][CH:22]=[CH:21][CH:20]=1. (3) Given the reactants [CH:1]1([C:4]2[O:8][N:7]=[C:6]([CH2:9][OH:10])[C:5]=2[C:11]([O:13][CH2:14][CH3:15])=[O:12])[CH2:3][CH2:2]1.[CH3:16][C:17]1[CH:22]=[CH:21][CH:20]=[C:19]([CH3:23])[C:18]=1O.C1C=CC(P(C2C=CC=CC=2)C2C=CC=CC=2)=CC=1.CC(OC(/N=N/C(OC(C)C)=O)=O)C, predict the reaction product. The product is: [CH:1]1([C:4]2[O:8][N:7]=[C:6]([CH2:9][O:10][C:18]3[C:19]([CH3:23])=[CH:20][CH:21]=[CH:22][C:17]=3[CH3:16])[C:5]=2[C:11]([O:13][CH2:14][CH3:15])=[O:12])[CH2:2][CH2:3]1. (4) The product is: [O:30]1[CH2:29][CH2:28][N:27]([CH2:26][CH2:25][C:16]2[C:17]3[C:22](=[CH:21][CH:20]=[CH:19][CH:18]=3)[CH:23]=[C:14]([C@@H:12]([NH:11][C:4]3[C:5]4[N:6]([CH:8]=[CH:9][N:10]=4)[N:7]=[CH:2][CH:3]=3)[CH3:13])[N:15]=2)[CH2:32][CH2:31]1. Given the reactants Cl[C:2]1[CH:3]=[C:4]([NH:11][C@H:12]([C:14]2[N:15]=[C:16]([CH2:25][CH2:26][N:27]3[CH2:32][CH2:31][O:30][CH2:29][CH2:28]3)[C:17]3[C:22]([CH:23]=2)=[CH:21][CH:20]=[CH:19][C:18]=3Cl)[CH3:13])[C:5]2[N:6]([CH:8]=[CH:9][N:10]=2)[N:7]=1.C(N(CC)CC)C, predict the reaction product. (5) The product is: [CH:1]([C:4]1[CH:5]=[CH:6][C:7]2[S:10][CH:12]=[C:13]([CH3:14])[C:8]=2[CH:9]=1)([CH3:3])[CH3:2]. Given the reactants [CH:1]([C:4]1[CH:9]=[CH:8][C:7]([SH:10])=[CH:6][CH:5]=1)([CH3:3])[CH3:2].Cl[CH2:12][C:13](=O)[CH3:14].C([O-])([O-])=O.[K+].[K+], predict the reaction product. (6) Given the reactants [Br:1][C:2]1[CH:10]=[C:6]([C:7]([OH:9])=[O:8])[C:5]([OH:11])=[CH:4][CH:3]=1.S(Cl)(Cl)=O.[CH3:16]O, predict the reaction product. The product is: [CH3:16][O:8][C:7](=[O:9])[C:6]1[C:5](=[CH:4][CH:3]=[C:2]([Br:1])[CH:10]=1)[OH:11]. (7) The product is: [CH2:7]([C:6]1[O:5][C:4]([C:9]([O:11][CH3:12])=[O:10])=[CH:3][C:2]=1[C:24]1[N:20]([CH3:19])[N:21]=[CH:22][CH:23]=1)[CH3:8]. Given the reactants Br[C:2]1[CH:3]=[C:4]([C:9]([O:11][CH3:12])=[O:10])[O:5][C:6]=1[CH2:7][CH3:8].C(=O)([O-])[O-].[K+].[K+].[CH3:19][N:20]1[C:24](B2OC(C)(C)C(C)(C)O2)=[CH:23][CH:22]=[N:21]1, predict the reaction product. (8) Given the reactants Br[C:2]1[CH:7]=[CH:6][C:5]([C@H:8]([NH:10][C:11](=[O:17])[O:12][C:13]([CH3:16])([CH3:15])[CH3:14])[CH3:9])=[CH:4][CH:3]=1.Br[C:19]1[C:20]2[C:21]3[CH:35]=[CH:34][S:33][C:22]=3[C:23](=[O:32])[NH:24][C:25]=2[C:26]([CH3:31])=[CH:27][C:28]=1[O:29][CH3:30], predict the reaction product. The product is: [CH3:30][O:29][C:28]1[CH:27]=[C:26]([CH3:31])[C:25]2[NH:24][C:23](=[O:32])[C:22]3[S:33][CH:34]=[CH:35][C:21]=3[C:20]=2[C:19]=1[C:2]1[CH:7]=[CH:6][C:5]([C@H:8]([NH:10][C:11](=[O:17])[O:12][C:13]([CH3:16])([CH3:15])[CH3:14])[CH3:9])=[CH:4][CH:3]=1. (9) Given the reactants [Cl:1][C:2]1[CH:3]=[C:4]([N+:9]([O-:11])=[O:10])[C:5]([OH:8])=[N:6][CH:7]=1.[H-].[Na+].[CH3:14]I, predict the reaction product. The product is: [Cl:1][C:2]1[CH:3]=[C:4]([N+:9]([O-:11])=[O:10])[C:5](=[O:8])[N:6]([CH3:14])[CH:7]=1. (10) Given the reactants [Br:1][C:2]1[CH:3]=[CH:4][C:5](=[O:8])[NH:6][CH:7]=1.[C:9](=O)([O-])[O-].[K+].[K+].C(O[CH2:19][CH3:20])(=O)C, predict the reaction product. The product is: [Br:1][C:2]1[CH:3]=[CH:4][C:5]([O:8][CH:19]([CH3:20])[CH3:9])=[N:6][CH:7]=1.